This data is from Reaction yield outcomes from USPTO patents with 853,638 reactions. The task is: Predict the reaction yield, written as a fraction of the theoretical maximum amount of product (1.0 means a 100% yield; for example, 0.34 means a 34% yield). The reactants are Cl[C:2]1[C:11]([C:12]#[N:13])=[C:10]([C:14]2[CH:19]=[CH:18][CH:17]=[C:16]([F:20])[CH:15]=2)[C:9]2[C:4](=[CH:5][CH:6]=[C:7]([O:21][CH3:22])[CH:8]=2)[N:3]=1.[OH:23][C@H:24]([CH2:27][OH:28])[CH2:25][NH2:26]. The catalyst is CC(O)C. The product is [OH:23][C@H:24]([CH2:27][OH:28])[CH2:25][NH:26][C:2]1[C:11]([C:12]#[N:13])=[C:10]([C:14]2[CH:19]=[CH:18][CH:17]=[C:16]([F:20])[CH:15]=2)[C:9]2[C:4](=[CH:5][CH:6]=[C:7]([O:21][CH3:22])[CH:8]=2)[N:3]=1. The yield is 0.220.